From a dataset of Reaction yield outcomes from USPTO patents with 853,638 reactions. Predict the reaction yield, written as a fraction of the theoretical maximum amount of product (1.0 means a 100% yield; for example, 0.34 means a 34% yield). (1) The reactants are C1C=CC(P(C2C=CC=CC=2)C2C=CC=CC=2)=CC=1.[Cl:20][C:21]1[CH:26]=[CH:25][CH:24]=[CH:23][C:22]=1[N:27]1[C:31]([C:32]2[S:33][C:34]([C:37]3[CH:42]=[CH:41][CH:40]=[C:39]([S:43]([CH3:46])(=[O:45])=[O:44])[CH:38]=3)=[CH:35][CH:36]=2)=[CH:30][C:29]([CH2:47]O)=[N:28]1.C1C(=O)N([Br:56])C(=O)C1. The yield is 0.540. The product is [Br:56][CH2:47][C:29]1[CH:30]=[C:31]([C:32]2[S:33][C:34]([C:37]3[CH:42]=[CH:41][CH:40]=[C:39]([S:43]([CH3:46])(=[O:45])=[O:44])[CH:38]=3)=[CH:35][CH:36]=2)[N:27]([C:22]2[CH:23]=[CH:24][CH:25]=[CH:26][C:21]=2[Cl:20])[N:28]=1. The catalyst is C(Cl)Cl. (2) The reactants are C([CH:3]([C:7](Cl)=[O:8])[C:4](Cl)=[O:5])C.[CH3:10][N:11]([CH3:13])[NH2:12].C(N(CC)CC)C.C(O)(=O)[CH2:22][C:23](CC(O)=O)(C(O)=O)[OH:24]. The catalyst is C(#N)C. The product is [CH2:23]([O:24][C:7](=[O:8])[CH2:3][C:4](=[O:5])[NH:12][N:11]([CH3:13])[CH3:10])[CH3:22]. The yield is 0.790. (3) The reactants are [NH:1](C(OC(C)(C)C)=O)[C@H:2]([C:7]([NH:9][C@H:10]([C:15]([O:17][CH3:18])=[O:16])[CH2:11][C:12](=[O:14])[OH:13])=[O:8])[CH2:3][C:4](=[O:6])[OH:5].C(O)(C(F)(F)F)=O. The catalyst is C(Cl)Cl. The product is [NH2:1][C@H:2]([C:7]([NH:9][C@H:10]([C:15]([O:17][CH3:18])=[O:16])[CH2:11][C:12](=[O:13])[OH:14])=[O:8])[CH2:3][C:4](=[O:5])[OH:6]. The yield is 0.870. (4) The reactants are [OH:1][C:2]1[CH:3]=[C:4]([O:15][C:16]2[CH:21]=[CH:20][C:19]([S:22]([CH3:25])(=[O:24])=[O:23])=[CH:18][N:17]=2)[CH:5]=[C:6]2[C:10]=1[NH:9][C:8]([C:11]([O:13][CH3:14])=[O:12])=[CH:7]2.O.O1CCC[CH2:28]1. The catalyst is CO. The product is [CH3:28][O:1][C:2]1[CH:3]=[C:4]([O:15][C:16]2[CH:21]=[CH:20][C:19]([S:22]([CH3:25])(=[O:24])=[O:23])=[CH:18][N:17]=2)[CH:5]=[C:6]2[C:10]=1[NH:9][C:8]([C:11]([O:13][CH3:14])=[O:12])=[CH:7]2. The yield is 0.860. (5) The reactants are [Br:1][C:2]1[CH:7]=[CH:6][C:5]([CH2:8][C:9]([C:27]2[CH:32]=[CH:31][C:30]([F:33])=[C:29]([C:34]([F:37])([F:36])[F:35])[CH:28]=2)([C:13]2[CH:18]=[C:17]([O:19][C:20]([F:25])([F:24])[CH:21]([F:23])[F:22])[CH:16]=[C:15]([F:26])[CH:14]=2)C(O)=O)=[CH:4][CH:3]=1.ClC(OCC)=O.[N-:44]=[N+]=[N-].[Na+].CC([O-])(C)C.[K+].CC(O)(C)C. The catalyst is CC(C)=O. The product is [Br:1][C:2]1[CH:7]=[CH:6][C:5]([CH2:8][C:9]([C:27]2[CH:32]=[CH:31][C:30]([F:33])=[C:29]([C:34]([F:37])([F:36])[F:35])[CH:28]=2)([C:13]2[CH:18]=[C:17]([O:19][C:20]([F:25])([F:24])[CH:21]([F:23])[F:22])[CH:16]=[C:15]([F:26])[CH:14]=2)[NH2:44])=[CH:4][CH:3]=1. The yield is 0.820. (6) The reactants are Cl[C:2]1[CH:7]=[N:6][CH:5]=[C:4]([Cl:8])[N:3]=1.[NH2:9][CH2:10][C:11]([O:13][CH2:14][CH3:15])=[O:12].C(N(CC)CC)C. The catalyst is C(#N)C. The product is [Cl:8][C:4]1[N:3]=[C:2]([NH:9][CH2:10][C:11]([O:13][CH2:14][CH3:15])=[O:12])[CH:7]=[N:6][CH:5]=1. The yield is 0.490.